Dataset: Forward reaction prediction with 1.9M reactions from USPTO patents (1976-2016). Task: Predict the product of the given reaction. (1) Given the reactants [NH:1]1[C:9]2[C:4](=[CH:5][CH:6]=[CH:7][CH:8]=2)[C:3]([CH:10]=O)=[CH:2]1.[CH3:12][NH2:13].[BH4-].[Na+], predict the reaction product. The product is: [CH3:12][NH:13][CH2:10][C:3]1[C:4]2[C:9](=[CH:8][CH:7]=[CH:6][CH:5]=2)[NH:1][CH:2]=1. (2) Given the reactants [N+:1]([C:4]1[CH:5]=[C:6]2[C:11](=[CH:12][CH:13]=1)[NH:10][C:9](=[O:14])[CH2:8][CH2:7]2)([O-:3])=[O:2].Cl.Cl[CH2:17][CH2:18][CH:19]1[CH2:23][CH2:22][CH2:21][N:20]1[CH3:24].[I-].[Na+].C(=O)([O-])[O-].[K+].[K+], predict the reaction product. The product is: [CH3:24][N:20]1[CH2:21][CH2:22][CH2:23][CH:19]1[CH2:18][CH2:17][N:10]1[C:11]2[C:6](=[CH:5][C:4]([N+:1]([O-:3])=[O:2])=[CH:13][CH:12]=2)[CH2:7][CH2:8][C:9]1=[O:14]. (3) Given the reactants [Cl-].O[NH3+:3].[C:4](=[O:7])([O-])[OH:5].[Na+].CS(C)=O.[CH2:13]([C:17]1[N:18]=[C:19]([CH3:50])[N:20]([CH2:39][C:40]2[S:41][C:42]3[CH:48]=[CH:47][C:46]([CH3:49])=[CH:45][C:43]=3[CH:44]=2)[C:21](=[O:38])[C:22]=1[CH2:23][C:24]1[CH:29]=[CH:28][C:27]([C:30]2[C:31]([C:36]#[N:37])=[CH:32][CH:33]=[CH:34][CH:35]=2)=[CH:26][CH:25]=1)[CH2:14][CH2:15][CH3:16], predict the reaction product. The product is: [CH2:13]([C:17]1[N:18]=[C:19]([CH3:50])[N:20]([CH2:39][C:40]2[S:41][C:42]3[CH:48]=[CH:47][C:46]([CH3:49])=[CH:45][C:43]=3[CH:44]=2)[C:21](=[O:38])[C:22]=1[CH2:23][C:24]1[CH:25]=[CH:26][C:27]([C:30]2[CH:35]=[CH:34][CH:33]=[CH:32][C:31]=2[C:36]2[NH:3][C:4](=[O:7])[O:5][N:37]=2)=[CH:28][CH:29]=1)[CH2:14][CH2:15][CH3:16]. (4) The product is: [F:1][C:2]1[CH:3]=[C:4]([C:19]2[CH:24]=[CH:23][C:22]([C:25]([NH:27][C@H:28]([C:32]([OH:34])=[O:33])[CH:29]([CH3:31])[CH3:30])=[O:26])=[CH:21][CH:20]=2)[CH:5]=[CH:6][C:7]=1[NH:8][C:9]1[S:10][C:11]2[CH:17]=[C:16]([F:18])[CH:15]=[CH:14][C:12]=2[N:13]=1. Given the reactants [F:1][C:2]1[CH:3]=[C:4]([C:19]2[CH:24]=[CH:23][C:22]([C:25]([NH:27][C@H:28]([C:32]([O:34]C)=[O:33])[CH:29]([CH3:31])[CH3:30])=[O:26])=[CH:21][CH:20]=2)[CH:5]=[CH:6][C:7]=1[NH:8][C:9]1[S:10][C:11]2[CH:17]=[C:16]([F:18])[CH:15]=[CH:14][C:12]=2[N:13]=1.CO.[Li+].[OH-].Cl, predict the reaction product. (5) Given the reactants [C:1]([C:5]1[CH:6]=[C:7]2[C:12](=[C:13]([F:15])[CH:14]=1)[C:11](=[O:16])[N:10]([C:17]1[CH:27]=[CH:26][CH:25]=[C:24]([C:28]3[N:29]=[C:30]([NH:37][C:38]4[CH:43]=[CH:42][C:41]([C:44]([N:46]5[CH2:51][CH2:50][O:49][CH2:48][CH2:47]5)=[O:45])=[CH:40][CH:39]=4)[C:31]4[N:32]([CH:34]=[CH:35][N:36]=4)[CH:33]=3)[C:18]=1[CH2:19][O:20]C(=O)C)[N:9]=[CH:8]2)([CH3:4])([CH3:3])[CH3:2].C([O-])([O-])=O.[K+].[K+], predict the reaction product. The product is: [C:1]([C:5]1[CH:6]=[C:7]2[C:12](=[C:13]([F:15])[CH:14]=1)[C:11](=[O:16])[N:10]([C:17]1[CH:27]=[CH:26][CH:25]=[C:24]([C:28]3[N:29]=[C:30]([NH:37][C:38]4[CH:39]=[CH:40][C:41]([C:44]([N:46]5[CH2:51][CH2:50][O:49][CH2:48][CH2:47]5)=[O:45])=[CH:42][CH:43]=4)[C:31]4[N:32]([CH:34]=[CH:35][N:36]=4)[CH:33]=3)[C:18]=1[CH2:19][OH:20])[N:9]=[CH:8]2)([CH3:4])([CH3:2])[CH3:3]. (6) Given the reactants [F:1][C:2]1[C:3]2[N:4]([CH:12]=[CH:13][N:14]=2)[CH:5]=[CH:6][C:7]=1[C:8]([OH:11])([CH3:10])[CH3:9].Br[C:16]1[CH:17]=[CH:18][C:19]([F:30])=[C:20]([C:22]2[C:27]([F:28])=[CH:26][N:25]=[CH:24][C:23]=2[F:29])[CH:21]=1, predict the reaction product. The product is: [F:28][C:27]1[CH:26]=[N:25][CH:24]=[C:23]([F:29])[C:22]=1[C:20]1[CH:21]=[C:16]([C:12]2[N:4]3[CH:5]=[CH:6][C:7]([C:8]([OH:11])([CH3:10])[CH3:9])=[C:2]([F:1])[C:3]3=[N:14][CH:13]=2)[CH:17]=[CH:18][C:19]=1[F:30]. (7) Given the reactants [CH3:1][CH:2]([CH2:6][C:7]1[CH:12]=[CH:11][CH:10]=[CH:9][CH:8]=1)[C:3]([OH:5])=O.S(Cl)(Cl)=O.C[Si](C)(C)[O:19][CH:20](O[Si](C)(C)C)CO[Si](C)(C)C, predict the reaction product. The product is: [OH:19][CH2:20][C:3](=[O:5])[CH:2]([CH3:1])[CH2:6][C:7]1[CH:12]=[CH:11][CH:10]=[CH:9][CH:8]=1. (8) Given the reactants Br[C:2]1[CH:7]=[CH:6][C:5]([C:8]([F:11])([F:10])[F:9])=[CH:4][C:3]=1[CH2:12][CH2:13][CH3:14].C([Li])CCC.[BH:20]([OH:22])[OH:21].CC(O[CH2:27][C:28]([C:31](O)([CH3:33])[CH3:32])([CH3:30])O)C.O, predict the reaction product. The product is: [CH2:12]([C:3]1[CH:4]=[C:5]([C:8]([F:11])([F:10])[F:9])[CH:6]=[CH:7][C:2]=1[B:20]1[O:22][C:31]([CH3:33])([CH3:32])[C:28]([CH3:30])([CH3:27])[O:21]1)[CH2:13][CH3:14].